Task: Predict the reactants needed to synthesize the given product.. Dataset: Full USPTO retrosynthesis dataset with 1.9M reactions from patents (1976-2016) (1) Given the product [CH3:15][S:16][C:17]1[S:18][C:19]2[CH:25]=[C:24]([CH2:26][NH:27][C:2]3[C:7]([N+:8]([O-:10])=[O:9])=[CH:6][C:5]([C:11]([F:14])([F:13])[F:12])=[CH:4][N:3]=3)[CH:23]=[CH:22][C:20]=2[N:21]=1, predict the reactants needed to synthesize it. The reactants are: Cl[C:2]1[C:7]([N+:8]([O-:10])=[O:9])=[CH:6][C:5]([C:11]([F:14])([F:13])[F:12])=[CH:4][N:3]=1.[CH3:15][S:16][C:17]1[S:18][C:19]2[CH:25]=[C:24]([CH2:26][NH2:27])[CH:23]=[CH:22][C:20]=2[N:21]=1.C(N(CC)CC)C. (2) Given the product [Cl:22][CH:23]([C:27]1[CH:32]=[CH:31][CH:30]=[CH:29][CH:28]=1)[C:24]([NH:1][C:2]1[CH:7]=[C:6]([Cl:8])[CH:5]=[C:4]([CH3:9])[C:3]=1[OH:10])=[O:25], predict the reactants needed to synthesize it. The reactants are: [NH2:1][C:2]1[CH:7]=[C:6]([Cl:8])[CH:5]=[C:4]([CH3:9])[C:3]=1[OH:10].C(OCC)(=O)C.C(=O)([O-])O.[Na+].[Cl:22][CH:23]([C:27]1[CH:32]=[CH:31][CH:30]=[CH:29][CH:28]=1)[C:24](Cl)=[O:25]. (3) Given the product [CH2:1]([O:8][C:9]1[C:10]2[CH2:11][CH2:12][CH2:13][CH2:14][C:15]=2[C:16]([CH:19]=[O:20])=[CH:17][CH:18]=1)[C:2]1[CH:3]=[CH:4][CH:5]=[CH:6][CH:7]=1, predict the reactants needed to synthesize it. The reactants are: [CH2:1]([O:8][C:9]1[CH:18]=[CH:17][CH:16]=[C:15]2[C:10]=1[CH2:11][CH2:12][CH2:13][CH2:14]2)[C:2]1[CH:7]=[CH:6][CH:5]=[CH:4][CH:3]=1.[CH3:19][O:20]C(Cl)Cl. (4) Given the product [C:1]([C:3]1[CH:4]=[C:5]([NH:9][S:10]([C:13]2[CH:14]=[CH:15][C:16]([O:31][CH3:32])=[C:17]3[C:22]=2[O:21][CH2:20][C@H:19]([NH:23][CH3:24])[CH2:18]3)(=[O:12])=[O:11])[CH:6]=[CH:7][CH:8]=1)#[N:2], predict the reactants needed to synthesize it. The reactants are: [C:1]([C:3]1[CH:4]=[C:5]([NH:9][S:10]([C:13]2[CH:14]=[CH:15][C:16]([O:31][CH3:32])=[C:17]3[C:22]=2[O:21][CH2:20][C@H:19]([N:23](C)[C:24](=O)C(F)(F)F)[CH2:18]3)(=[O:12])=[O:11])[CH:6]=[CH:7][CH:8]=1)#[N:2].[OH-].[Na+]. (5) Given the product [N+:8]([C:5]1[CH:6]=[CH:7][C:2]2[O:1][CH2:18][CH:20]([CH2:21][OH:22])[O:11][C:3]=2[CH:4]=1)([O-:10])=[O:9], predict the reactants needed to synthesize it. The reactants are: [OH:1][C:2]1[CH:7]=[CH:6][C:5]([N+:8]([O-:10])=[O:9])=[CH:4][C:3]=1[OH:11].C(=O)([O-])[O-].[K+].[K+].[CH2:18]([CH:20]1[O:22][CH2:21]1)Br.O. (6) Given the product [N+:13]([C:4]1[CH:5]=[C:6]([S:9]([OH:12])(=[O:11])=[O:10])[CH:7]=[CH:8][C:3]=1[NH:34][CH2:16][CH2:17][CH2:18][CH2:19][CH2:20][CH2:21][CH2:22][CH2:23][CH2:24][CH2:25][CH2:26][CH2:27][CH2:28][CH2:29][CH2:30][CH2:31][CH2:32][CH2:33][CH3:35])([O-:15])=[O:14], predict the reactants needed to synthesize it. The reactants are: [Na+].Cl[C:3]1[CH:8]=[CH:7][C:6]([S:9]([O-:12])(=[O:11])=[O:10])=[CH:5][C:4]=1[N+:13]([O-:15])=[O:14].[CH2:16]([NH2:34])[CH2:17][CH2:18][CH2:19][CH2:20][CH2:21][CH2:22][CH2:23][CH2:24][CH2:25][CH2:26][CH2:27][CH2:28][CH2:29][CH2:30][CH2:31][CH2:32][CH3:33].[C:35]([O-])(O)=O.[Na+].C(O)CCC.